Dataset: NCI-60 drug combinations with 297,098 pairs across 59 cell lines. Task: Regression. Given two drug SMILES strings and cell line genomic features, predict the synergy score measuring deviation from expected non-interaction effect. Drug 1: CC1=C2C(C(=O)C3(C(CC4C(C3C(C(C2(C)C)(CC1OC(=O)C(C(C5=CC=CC=C5)NC(=O)C6=CC=CC=C6)O)O)OC(=O)C7=CC=CC=C7)(CO4)OC(=O)C)O)C)OC(=O)C. Drug 2: CN1C2=C(C=C(C=C2)N(CCCl)CCCl)N=C1CCCC(=O)O.Cl. Cell line: SK-MEL-2. Synergy scores: CSS=26.5, Synergy_ZIP=1.25, Synergy_Bliss=-3.28, Synergy_Loewe=-31.8, Synergy_HSA=1.18.